Dataset: Forward reaction prediction with 1.9M reactions from USPTO patents (1976-2016). Task: Predict the product of the given reaction. Given the reactants [NH2:1][C:2]1[N:7]=[CH:6][C:5]([CH2:8][C@@H:9]([C:15]2[N:16]=[CH:17][N:18]([CH2:20][C:21]3[CH:25]=[C:24]([C:26]4[S:27][C:28]([Cl:31])=[CH:29][CH:30]=4)[O:23][N:22]=3)[CH:19]=2)[C:10]([O:12]CC)=[O:11])=[CH:4][CH:3]=1.O, predict the reaction product. The product is: [NH2:1][C:2]1[N:7]=[CH:6][C:5]([CH2:8][C@@H:9]([C:15]2[N:16]=[CH:17][N:18]([CH2:20][C:21]3[CH:25]=[C:24]([C:26]4[S:27][C:28]([Cl:31])=[CH:29][CH:30]=4)[O:23][N:22]=3)[CH:19]=2)[C:10]([OH:12])=[O:11])=[CH:4][CH:3]=1.